Task: Predict the reactants needed to synthesize the given product.. Dataset: Full USPTO retrosynthesis dataset with 1.9M reactions from patents (1976-2016) (1) Given the product [CH2:1]([N:8]([CH2:9][C:10]([F:12])([F:11])[F:13])[C:23]([C:19]1[CH:18]=[C:17]([Cl:16])[N:22]=[CH:21][N:20]=1)=[O:24])[C:2]1[CH:7]=[CH:6][CH:5]=[CH:4][CH:3]=1, predict the reactants needed to synthesize it. The reactants are: [CH2:1]([NH:8][CH2:9][C:10]([F:13])([F:12])[F:11])[C:2]1[CH:7]=[CH:6][CH:5]=[CH:4][CH:3]=1.[OH-].[Na+].[Cl:16][C:17]1[N:22]=[CH:21][N:20]=[C:19]([C:23](Cl)=[O:24])[CH:18]=1.C(=O)([O-])O.[Na+]. (2) Given the product [Cl:10][C:11]1[CH:12]=[C:13]([NH:18][C:19]2[N:24]=[C:23]([N:3]3[C:2]([CH3:1])=[CH:6][C:5]([CH3:7])=[N:4]3)[C:22]([C:29]3[CH:30]=[N:31][CH:32]=[N:33][CH:34]=3)=[CH:21][N:20]=2)[CH:14]=[CH:15][C:16]=1[F:17], predict the reactants needed to synthesize it. The reactants are: [CH3:1][C:2]1[CH:6]=[C:5]([CH3:7])[NH:4][N:3]=1.[H-].[Na+].[Cl:10][C:11]1[CH:12]=[C:13]([NH:18][C:19]2[N:24]=[C:23](S(C)(=O)=O)[C:22]([C:29]3[CH:30]=[N:31][CH:32]=[N:33][CH:34]=3)=[CH:21][N:20]=2)[CH:14]=[CH:15][C:16]=1[F:17].O. (3) Given the product [Cl:34][C:2]1[N:3]=[C:4]([N:23]2[CH2:28][CH2:27][O:26][CH2:25][CH2:24]2)[S:5][C:6]=1[C:7]1[C:8]([CH3:22])=[N:9][N:10]2[C:15]([CH:16]([CH2:19][CH3:20])[CH2:17][CH3:18])=[CH:14][C:13]([CH3:21])=[N:12][C:11]=12, predict the reactants needed to synthesize it. The reactants are: Br[C:2]1[N:3]=[C:4]([N:23]2[CH2:28][CH2:27][O:26][CH2:25][CH2:24]2)[S:5][C:6]=1[C:7]1[C:8]([CH3:22])=[N:9][N:10]2[C:15]([CH:16]([CH2:19][CH3:20])[CH2:17][CH3:18])=[CH:14][C:13]([CH3:21])=[N:12][C:11]=12.C([Li])CCC.[Cl:34]N1C(=O)CCC1=O.[Cl-].N. (4) Given the product [Br:6][C:7]1[CH:8]=[CH:9][CH:10]=[C:11]([CH2:1][Br:5])[N:12]=1, predict the reactants needed to synthesize it. The reactants are: [C:1]([Br:5])(Br)(Br)Br.[Br:6][C:7]1[N:12]=[C:11](CO)[CH:10]=[CH:9][CH:8]=1.C1C=CC(P(C2C=CC=CC=2)C2C=CC=CC=2)=CC=1. (5) Given the product [NH2:1][C:4]1[CH:5]=[C:6]2[C:10](=[CH:11][CH:12]=1)[N:9]([O:13][C:14](=[O:19])[C:15]([CH3:16])([CH3:17])[CH3:18])[N:8]=[C:7]2[C:20]1[NH:21][CH:22]=[CH:23][CH:24]=1, predict the reactants needed to synthesize it. The reactants are: [N+:1]([C:4]1[CH:5]=[C:6]2[C:10](=[CH:11][CH:12]=1)[N:9]([O:13][C:14](=[O:19])[C:15]([CH3:18])([CH3:17])[CH3:16])[N:8]=[C:7]2[C:20]1[NH:21][CH:22]=[CH:23][CH:24]=1)([O-])=O.